Dataset: Forward reaction prediction with 1.9M reactions from USPTO patents (1976-2016). Task: Predict the product of the given reaction. (1) Given the reactants [Cl:1][C:2]1[C:10]2[CH:9]([CH2:11][C:12]([O:14][CH2:15][CH3:16])=[O:13])[O:8][B:7]([OH:17])[C:6]=2[CH:5]=[C:4]([OH:18])[CH:3]=1.[H-].[Na+].[CH3:21][S:22](Cl)(=[O:24])=[O:23], predict the reaction product. The product is: [Cl:1][C:2]1[C:10]2[CH:9]([CH2:11][C:12]([O:14][CH2:15][CH3:16])=[O:13])[O:8][B:7]([OH:17])[C:6]=2[CH:5]=[C:4]([O:18][S:22]([CH3:21])(=[O:24])=[O:23])[CH:3]=1. (2) Given the reactants NCCCCCC(O)=O.[NH2:10][C:11]1[C:16](N=O)=[C:15]([OH:19])[N:14]=[C:13]([S:20][CH3:21])[N:12]=1.C(O)(=O)C, predict the reaction product. The product is: [NH2:10][C:11]1[CH:16]=[C:15]([OH:19])[N:14]=[C:13]([S:20][CH3:21])[N:12]=1. (3) Given the reactants [F:1][C:2]1[CH:7]=[CH:6][C:5]([C:8]2([C:25]3[CH:30]=[CH:29][C:28]([F:31])=[CH:27][CH:26]=3)[O:12][C:11](=[O:13])[N:10]([CH2:14][C:15](O)=[O:16])[CH:9]2[C:18]2[CH:23]=[CH:22][CH:21]=[CH:20][C:19]=2[F:24])=[CH:4][CH:3]=1.F[B-](F)(F)F.[CH:37]([N:40](C(C)C)CC)(C)C.Cl.CN.Cl, predict the reaction product. The product is: [F:24][C:19]1[CH:20]=[CH:21][CH:22]=[CH:23][C:18]=1[C@H:9]1[C:8]([C:25]2[CH:30]=[CH:29][C:28]([F:31])=[CH:27][CH:26]=2)([C:5]2[CH:4]=[CH:3][C:2]([F:1])=[CH:7][CH:6]=2)[O:12][C:11](=[O:13])[N:10]1[CH2:14][C:15]([NH:40][CH3:37])=[O:16]. (4) Given the reactants [Br:1][C:2]1[C:3](Cl)=[N:4][C:5]([Cl:8])=[N:6][CH:7]=1.[OH-:10].[Na+], predict the reaction product. The product is: [Br:1][C:2]1[C:3]([OH:10])=[N:4][C:5]([Cl:8])=[N:6][CH:7]=1. (5) The product is: [CH3:9][C:10]1[N:11]=[C:12]2[CH:17]=[CH:16][CH:15]=[C:14]([CH:18]3[CH2:4][CH:19]3[C:20]([O:22][CH2:23][CH3:24])=[O:21])[N:13]2[CH:25]=1. Given the reactants [H-].[Na+].[I-].[CH3:4][S+](C)(C)=O.[CH3:9][C:10]1[N:11]=[C:12]2[CH:17]=[CH:16][CH:15]=[C:14](/[CH:18]=[CH:19]/[C:20]([O:22][CH2:23][CH3:24])=[O:21])[N:13]2[CH:25]=1.O, predict the reaction product. (6) Given the reactants [C:1]([C:5]1[CH:6]=[C:7]([NH:20][C:21]([NH:23][C@@H:24]2[C:33]3[C:28](=[CH:29][CH:30]=[CH:31][CH:32]=3)[C@H:27]([O:34][C:35]3[CH:36]=[CH:37][C:38]4[N:39]([C:41]([N:44]5[CH2:49][CH2:48][CH2:47][CH2:46][C@@H:45]5[CH3:50])=[N:42][N:43]=4)[CH:40]=3)[CH2:26][CH2:25]2)=[O:22])[N:8]([C:10]2[CH:11]=[N:12][CH:13]=[C:14]([O:16][CH2:17][CH2:18][OH:19])[CH:15]=2)[N:9]=1)([CH3:4])([CH3:3])[CH3:2].[CH3:51][S:52](Cl)(=[O:54])=[O:53].CCN(C(C)C)C(C)C, predict the reaction product. The product is: [C:1]([C:5]1[CH:6]=[C:7]([NH:20][C:21]([NH:23][C@@H:24]2[C:33]3[C:28](=[CH:29][CH:30]=[CH:31][CH:32]=3)[C@H:27]([O:34][C:35]3[CH:36]=[CH:37][C:38]4[N:39]([C:41]([N:44]5[CH2:49][CH2:48][CH2:47][CH2:46][C@@H:45]5[CH3:50])=[N:42][N:43]=4)[CH:40]=3)[CH2:26][CH2:25]2)=[O:22])[N:8]([C:10]2[CH:15]=[C:14]([O:16][CH2:17][CH2:18][O:19][S:52]([CH3:51])(=[O:54])=[O:53])[CH:13]=[N:12][CH:11]=2)[N:9]=1)([CH3:4])([CH3:2])[CH3:3].